Predict the reaction yield, written as a fraction of the theoretical maximum amount of product (1.0 means a 100% yield; for example, 0.34 means a 34% yield). From a dataset of Reaction yield outcomes from USPTO patents with 853,638 reactions. (1) The reactants are [F:1][C:2]1[CH:3]=[C:4]([C:8]2([C:14]#[N:15])[CH2:13][CH2:12][CH2:11][CH2:10][CH2:9]2)[CH:5]=[CH:6][CH:7]=1.C([O-])(O)=[O:17].[Na+]. No catalyst specified. The product is [F:1][C:2]1[CH:3]=[C:4]([C:8]2([C:14]([NH2:15])=[O:17])[CH2:13][CH2:12][CH2:11][CH2:10][CH2:9]2)[CH:5]=[CH:6][CH:7]=1. The yield is 0.870. (2) The reactants are [CH3:1][O:2][C:3]([C:5]1[C:9]([CH2:10][OH:11])=[C:8]([C:12]2[CH:17]=[CH:16][C:15]([OH:18])=[CH:14][CH:13]=2)[N:7]([C:19]2[CH:24]=[CH:23][C:22]([Cl:25])=[CH:21][C:20]=2[Cl:26])[N:6]=1)=[O:4].C(N(CC)CC)C.[F:34][C:35]([F:43])([F:42])[CH2:36][CH2:37][S:38](Cl)(=[O:40])=[O:39].O. The catalyst is ClCCl. The product is [CH3:1][O:2][C:3]([C:5]1[C:9]([CH2:10][OH:11])=[C:8]([C:12]2[CH:13]=[CH:14][C:15]([O:18][S:38]([CH2:37][CH2:36][C:35]([F:43])([F:42])[F:34])(=[O:40])=[O:39])=[CH:16][CH:17]=2)[N:7]([C:19]2[CH:24]=[CH:23][C:22]([Cl:25])=[CH:21][C:20]=2[Cl:26])[N:6]=1)=[O:4]. The yield is 0.560. (3) The reactants are [N:1]([C:4]1[CH:11]=[CH:10][C:7]([C:8]#[N:9])=[C:6]([C:12]([F:15])([F:14])[F:13])[CH:5]=1)=[C:2]=[S:3].[CH3:16][O:17][C:18](=[O:31])[C:19]1[CH:24]=[CH:23][C:22]([NH:25][C:26]([C:29]#N)([CH3:28])[CH3:27])=[CH:21][CH:20]=1.C[OH:33].Cl. The catalyst is CN(C=O)C.O. The product is [CH3:16][O:17][C:18](=[O:31])[C:19]1[CH:24]=[CH:23][C:22]([N:25]2[C:26]([CH3:27])([CH3:28])[C:29](=[O:33])[N:1]([C:4]3[CH:11]=[CH:10][C:7]([C:8]#[N:9])=[C:6]([C:12]([F:13])([F:15])[F:14])[CH:5]=3)[C:2]2=[S:3])=[CH:21][CH:20]=1. The yield is 0.630. (4) The reactants are [C:1](=[O:19])(SCC)[O:2][O:3][CH:4]([O:8][C:9]([CH:11]1[CH2:15][CH2:14][CH2:13][CH2:12]1)=[O:10])[CH2:5][CH2:6][CH3:7].S(Cl)([Cl:23])(=O)=O. The catalyst is C(Cl)Cl. The product is [Cl:23][C:1]([O:2][O:3][CH:4]([O:8][C:9]([CH:11]1[CH2:15][CH2:14][CH2:13][CH2:12]1)=[O:10])[CH2:5][CH2:6][CH3:7])=[O:19]. The yield is 1.00. (5) The reactants are [CH3:1][N:2]1[C:7](=[O:8])[CH:6]=[C:5]([Cl:9])[NH:4][C:3]1=[O:10].Br[CH2:12][C:13]1[CH:20]=[C:19]([F:21])[CH:18]=[CH:17][C:14]=1[C:15]#[N:16].C([O-])([O-])=O.[K+].[K+]. The catalyst is CS(C)=O.O. The product is [Cl:9][C:5]1[N:4]([CH2:12][C:13]2[CH:20]=[C:19]([F:21])[CH:18]=[CH:17][C:14]=2[C:15]#[N:16])[C:3](=[O:10])[N:2]([CH3:1])[C:7](=[O:8])[CH:6]=1. The yield is 0.600. (6) The reactants are CN(C)C=O.[F:6][C:7]1[CH:14]=[CH:13][C:10]([CH2:11][OH:12])=[CH:9][CH:8]=1.[H-].[Na+].Br[C:18]1[CH:23]=[CH:22][C:21]([Br:24])=[CH:20][N:19]=1. The catalyst is O. The product is [Br:24][C:21]1[CH:22]=[CH:23][C:18]([O:12][CH2:11][C:10]2[CH:13]=[CH:14][C:7]([F:6])=[CH:8][CH:9]=2)=[N:19][CH:20]=1. The yield is 0.898. (7) The reactants are [F:1][C:2]1[CH:3]=[C:4]2[C:8](=[CH:9][CH:10]=1)[NH:7][C:6](=[O:11])/[C:5]/2=[CH:12]\[C:13]1[NH:17][C:16]([CH3:18])=[C:15]([C:19]([OH:21])=O)[C:14]=1[CH3:22].Cl.C(N=C=NCCCN(C)C)C.OC1C2N=NNC=2C=CC=1.C(N(CC)CC)C.[NH2:52][C:53]1[CH:58]=[C:57]([C:59]([F:62])([F:61])[F:60])[CH:56]=[CH:55][C:54]=1[NH:63][C:64](=[O:75])[C:65]1[CH:70]=[CH:69][C:68]([NH:71][CH2:72][CH2:73][NH2:74])=[N:67][CH:66]=1. The catalyst is [Cl-].[Na+].O.CN(C=O)C. The product is [NH2:52][C:53]1[CH:58]=[C:57]([C:59]([F:62])([F:61])[F:60])[CH:56]=[CH:55][C:54]=1[NH:63][C:64](=[O:75])[C:65]1[CH:70]=[CH:69][C:68]([NH:71][CH2:72][CH2:73][NH:74][C:19]([C:15]2[C:14]([CH3:22])=[C:13](/[CH:12]=[C:5]3\[C:6](=[O:11])[NH:7][C:8]4[C:4]\3=[CH:3][C:2]([F:1])=[CH:10][CH:9]=4)[NH:17][C:16]=2[CH3:18])=[O:21])=[N:67][CH:66]=1. The yield is 0.680. (8) The reactants are [F:1][C:2]1[CH:17]=[CH:16][C:5]2[N:6]([CH:10]3[CH2:15][CH2:14][NH:13][CH2:12][CH2:11]3)[C:7](=[O:9])[NH:8][C:4]=2[CH:3]=1.N1C=CC=CC=1.[CH2:24]([C:28]1[CH:36]=[CH:35][C:31]([C:32](Cl)=[O:33])=[CH:30][CH:29]=1)[CH2:25][CH2:26][CH3:27]. The catalyst is C(Cl)Cl. The product is [CH2:24]([C:28]1[CH:29]=[CH:30][C:31]([C:32]([N:13]2[CH2:12][CH2:11][CH:10]([N:6]3[C:5]4[CH:16]=[CH:17][C:2]([F:1])=[CH:3][C:4]=4[NH:8][C:7]3=[O:9])[CH2:15][CH2:14]2)=[O:33])=[CH:35][CH:36]=1)[CH2:25][CH2:26][CH3:27]. The yield is 0.120.